From a dataset of Catalyst prediction with 721,799 reactions and 888 catalyst types from USPTO. Predict which catalyst facilitates the given reaction. (1) Reactant: [F:1][C:2]1[CH:7]=[CH:6][C:5]([F:8])=[CH:4][C:3]=1[N:9]1[CH:13]=[C:12](I)[N:11]=[CH:10]1.C([Mg]Cl)(C)C.[CH2:20]([Sn:24](Cl)([CH2:29][CH2:30][CH2:31][CH3:32])[CH2:25][CH2:26][CH2:27][CH3:28])[CH2:21][CH2:22][CH3:23].[NH4+].[Cl-]. Product: [F:1][C:2]1[CH:7]=[CH:6][C:5]([F:8])=[CH:4][C:3]=1[N:9]1[CH:13]=[C:12]([Sn:24]([CH2:25][CH2:26][CH2:27][CH3:28])([CH2:29][CH2:30][CH2:31][CH3:32])[CH2:20][CH2:21][CH2:22][CH3:23])[N:11]=[CH:10]1. The catalyst class is: 7. (2) Reactant: [Cl:1][C:2]1[CH:7]=[CH:6][C:5]([S:8]([CH2:11][C:12]2[CH:17]=[C:16]([F:18])[CH:15]=[CH:14][C:13]=2[F:19])(=[O:10])=[O:9])=[CH:4][CH:3]=1.[Si:20]([O:37][CH2:38][C:39]1[CH:44]=[CH:43][CH:42]=[CH:41][C:40]=1[CH2:45]O)([C:33]([CH3:36])([CH3:35])[CH3:34])([C:27]1[CH:32]=[CH:31][CH:30]=[CH:29][CH:28]=1)[C:21]1[CH:26]=[CH:25][CH:24]=[CH:23][CH:22]=1.C(C=P(CCCC)(CCCC)CCCC)#N.CO. Product: [Si:20]([O:37][CH2:38][C:39]1[CH:44]=[CH:43][CH:42]=[CH:41][C:40]=1[CH2:45][CH:11]([C:12]1[CH:17]=[C:16]([F:18])[CH:15]=[CH:14][C:13]=1[F:19])[S:8]([C:5]1[CH:6]=[CH:7][C:2]([Cl:1])=[CH:3][CH:4]=1)(=[O:10])=[O:9])([C:33]([CH3:36])([CH3:35])[CH3:34])([C:21]1[CH:26]=[CH:25][CH:24]=[CH:23][CH:22]=1)[C:27]1[CH:28]=[CH:29][CH:30]=[CH:31][CH:32]=1. The catalyst class is: 133. (3) Reactant: [F:1][C:2]([F:21])([F:20])[O:3][C:4]1[CH:5]=[C:6]([C:10]2[CH:15]=[CH:14][N:13]=[C:12]([CH2:16][C:17]([O-:19])=O)[CH:11]=2)[CH:7]=[CH:8][CH:9]=1.[Li+].[NH2:23][C:24]1[N:29]=[N:28][C:27]([CH2:30][CH2:31][CH2:32][CH2:33][N:34]2[CH:38]=[C:37]([C:39]([NH:41][CH3:42])=[O:40])[N:36]=[N:35]2)=[CH:26][CH:25]=1.C(P1(=O)OP(CCC)(=O)OP(CCC)(=O)O1)CC. Product: [CH3:42][NH:41][C:39]([C:37]1[N:36]=[N:35][N:34]([CH2:33][CH2:32][CH2:31][CH2:30][C:27]2[N:28]=[N:29][C:24]([NH:23][C:17](=[O:19])[CH2:16][C:12]3[CH:11]=[C:10]([C:6]4[CH:7]=[CH:8][CH:9]=[C:4]([O:3][C:2]([F:1])([F:21])[F:20])[CH:5]=4)[CH:15]=[CH:14][N:13]=3)=[CH:25][CH:26]=2)[CH:38]=1)=[O:40]. The catalyst class is: 3.